From a dataset of Full USPTO retrosynthesis dataset with 1.9M reactions from patents (1976-2016). Predict the reactants needed to synthesize the given product. Given the product [NH2:19][C:12]1[CH:13]=[C:14]([O:17][CH3:18])[CH:15]=[CH:16][C:11]=1[C:10]([NH:9][CH:3]1[CH:4]2[CH2:5][CH2:6][N:1]([CH2:8][CH2:7]2)[CH2:2]1)=[O:22], predict the reactants needed to synthesize it. The reactants are: [N:1]12[CH2:8][CH2:7][CH:4]([CH2:5][CH2:6]1)[CH:3]([NH:9][C:10](=[O:22])[C:11]1[CH:16]=[CH:15][C:14]([O:17][CH3:18])=[CH:13][C:12]=1[N+:19]([O-])=O)[CH2:2]2.